This data is from Peptide-MHC class I binding affinity with 185,985 pairs from IEDB/IMGT. The task is: Regression. Given a peptide amino acid sequence and an MHC pseudo amino acid sequence, predict their binding affinity value. This is MHC class I binding data. (1) The peptide sequence is KAFSPEVIPMF. The MHC is Mamu-B03 with pseudo-sequence Mamu-B03. The binding affinity (normalized) is 0.0127. (2) The peptide sequence is VTSSGVIYK. The MHC is HLA-A02:02 with pseudo-sequence HLA-A02:02. The binding affinity (normalized) is 0.00275. (3) The peptide sequence is ASYAAAAAY. The MHC is BoLA-D18.4 with pseudo-sequence BoLA-D18.4. The binding affinity (normalized) is 0.497. (4) The peptide sequence is RIRTWKSLVK. The MHC is HLA-B51:01 with pseudo-sequence HLA-B51:01. The binding affinity (normalized) is 0. (5) The peptide sequence is VPVTTRDSF. The MHC is HLA-A02:02 with pseudo-sequence HLA-A02:02. The binding affinity (normalized) is 0.0149.